This data is from HIV replication inhibition screening data with 41,000+ compounds from the AIDS Antiviral Screen. The task is: Binary Classification. Given a drug SMILES string, predict its activity (active/inactive) in a high-throughput screening assay against a specified biological target. (1) The molecule is COC(=O)C(=O)C(C(=O)C(=O)Nc1ccc([N+](=O)[O-])cc1C#N)c1nc2ccc([N+](=O)[O-])cc2nc1O. The result is 0 (inactive). (2) The molecule is Cc1ccccc1C(=O)NC(O)(C(F)(F)F)C(F)(F)F. The result is 0 (inactive). (3) The drug is Cc1ccc(NC(=S)NN=C(c2ccccc2)c2ccccn2)cc1. The result is 0 (inactive). (4) The drug is Cn1c(=O)cc(NNc2ccccc2)[nH]c1=O. The result is 0 (inactive). (5) The compound is CCCCC12C3CC4C5C(C)C(=C6OC(=O)C(C)=C6OC)OC5(O3)C1CCN42. The result is 0 (inactive).